Dataset: TCR-epitope binding with 47,182 pairs between 192 epitopes and 23,139 TCRs. Task: Binary Classification. Given a T-cell receptor sequence (or CDR3 region) and an epitope sequence, predict whether binding occurs between them. (1) The epitope is HLVDFQVTI. The TCR CDR3 sequence is CASSLVTDMNTEAFF. Result: 0 (the TCR does not bind to the epitope). (2) The epitope is RLFRKSNLK. The TCR CDR3 sequence is CASSQESGRDYEQYF. Result: 1 (the TCR binds to the epitope). (3) The epitope is FTYASALWEI. The TCR CDR3 sequence is CSATLNWGFF. Result: 0 (the TCR does not bind to the epitope). (4) The epitope is KLSYGIATV. The TCR CDR3 sequence is CASSLAGPYEQYF. Result: 1 (the TCR binds to the epitope).